From a dataset of Catalyst prediction with 721,799 reactions and 888 catalyst types from USPTO. Predict which catalyst facilitates the given reaction. (1) Reactant: [Cl:1][C:2]1[C:3]([F:31])=[C:4]([CH:8]2[C:12]([C:15]3[CH:20]=[CH:19][C:18]([Cl:21])=[CH:17][C:16]=3[F:22])([C:13]#[N:14])[CH:11]([CH2:23][C:24]([CH3:27])([CH3:26])[CH3:25])[NH:10][CH:9]2[C:28](O)=[O:29])[CH:5]=[CH:6][CH:7]=1.CN(C(ON1N=NC2C=CC=NC1=2)=[N+](C)C)C.F[P-](F)(F)(F)(F)F.CCN(C(C)C)C(C)C.[NH2:65][C:66]1[CH:72]=[CH:71][C:69]([NH2:70])=[CH:68][CH:67]=1. Product: [NH2:65][C:66]1[CH:72]=[CH:71][C:69]([NH:70][C:28]([CH:9]2[CH:8]([C:4]3[CH:5]=[CH:6][CH:7]=[C:2]([Cl:1])[C:3]=3[F:31])[C:12]([C:15]3[CH:20]=[CH:19][C:18]([Cl:21])=[CH:17][C:16]=3[F:22])([C:13]#[N:14])[CH:11]([CH2:23][C:24]([CH3:25])([CH3:26])[CH3:27])[NH:10]2)=[O:29])=[CH:68][CH:67]=1. The catalyst class is: 2. (2) Reactant: Br[CH2:2][C:3]([N:5]1[C:13]2[C:8](=[CH:9][C:10]([O:17][CH3:18])=[C:11]([N+:14]([O-])=O)[CH:12]=2)[CH2:7][CH2:6]1)=[O:4].C([O-])([O-])=O.[K+].[K+].[CH2:25]([NH:27][CH2:28][CH2:29][OH:30])[CH3:26]. Product: [NH2:14][C:11]1[CH:12]=[C:13]2[C:8]([CH2:7][CH2:6][N:5]2[C:3](=[O:4])[CH2:2][N:27]([CH2:25][CH3:26])[CH2:28][CH2:29][OH:30])=[CH:9][C:10]=1[O:17][CH3:18]. The catalyst class is: 4. (3) Product: [N:3]1[CH:4]=[CH:5][N:6]=[CH:7][C:2]=1[NH:1][C:15](=[O:16])[O:17][CH2:18][C:19]([Cl:22])([Cl:21])[Cl:20]. The catalyst class is: 7. Reactant: [NH2:1][C:2]1[CH:7]=[N:6][CH:5]=[CH:4][N:3]=1.N1C=CC=CC=1.Cl[C:15]([O:17][CH2:18][C:19]([Cl:22])([Cl:21])[Cl:20])=[O:16]. (4) Reactant: [CH3:1][O:2][C:3](=[O:27])[CH:4]([C:8](=[O:26])[NH:9][C:10]1[CH:15]=[CH:14][C:13]([C:16]#[C:17][C:18]2[CH:23]=[CH:22][C:21]([CH:24]=O)=[CH:20][CH:19]=2)=[CH:12][CH:11]=1)[CH:5]([CH3:7])[CH3:6].CC(O)=O.[NH:32]1[CH2:37][CH2:36][O:35][CH2:34][CH2:33]1.C(O[BH-](OC(=O)C)OC(=O)C)(=O)C.[Na+]. Product: [CH3:1][O:2][C:3](=[O:27])[CH:4]([C:8](=[O:26])[NH:9][C:10]1[CH:15]=[CH:14][C:13]([C:16]#[C:17][C:18]2[CH:19]=[CH:20][C:21]([CH2:24][N:32]3[CH2:37][CH2:36][O:35][CH2:34][CH2:33]3)=[CH:22][CH:23]=2)=[CH:12][CH:11]=1)[CH:5]([CH3:7])[CH3:6]. The catalyst class is: 26.